Dataset: Full USPTO retrosynthesis dataset with 1.9M reactions from patents (1976-2016). Task: Predict the reactants needed to synthesize the given product. (1) Given the product [Cl:1][C:2]1[CH:9]=[CH:8][C:5]([CH2:6][C:12]#[N:13])=[C:4]([O:10][CH3:11])[CH:3]=1, predict the reactants needed to synthesize it. The reactants are: [Cl:1][C:2]1[CH:9]=[CH:8][C:5]([CH2:6]Cl)=[C:4]([O:10][CH3:11])[CH:3]=1.[C-:12]#[N:13].[Na+]. (2) Given the product [F:26][C:23]1[CH:24]=[CH:25][C:20]([NH:19][C:16]([C:9]2[C:10]3[N:11]([N:13]=[CH:14][N:15]=3)[CH:12]=[C:7]([C:5]3[NH:4][N:3]=[C:2]([CH3:1])[CH:6]=3)[CH:8]=2)=[O:18])=[N:21][CH:22]=1, predict the reactants needed to synthesize it. The reactants are: [CH3:1][C:2]1[CH:6]=[C:5]([C:7]2[CH:8]=[C:9]([C:16]([OH:18])=O)[C:10]3[N:11]([N:13]=[CH:14][N:15]=3)[CH:12]=2)[NH:4][N:3]=1.[NH2:19][C:20]1[CH:25]=[CH:24][C:23]([F:26])=[CH:22][N:21]=1.P(Cl)(Cl)(Cl)=O.